Dataset: Peptide-MHC class II binding affinity with 134,281 pairs from IEDB. Task: Regression. Given a peptide amino acid sequence and an MHC pseudo amino acid sequence, predict their binding affinity value. This is MHC class II binding data. (1) The peptide sequence is LAQEAGNFERISGDL. The MHC is DRB1_0405 with pseudo-sequence DRB1_0405. The binding affinity (normalized) is 0.227. (2) The binding affinity (normalized) is 0.280. The MHC is HLA-DQA10501-DQB10301 with pseudo-sequence HLA-DQA10501-DQB10301. The peptide sequence is CGRRHSVRIRVRSGG. (3) The peptide sequence is VNAMMKSYVKSKLKL. The MHC is DRB1_0101 with pseudo-sequence DRB1_0101. The binding affinity (normalized) is 0.382. (4) The peptide sequence is GELQIVDKIDAAFKF. The MHC is DRB1_1201 with pseudo-sequence DRB1_1201. The binding affinity (normalized) is 0.768. (5) The peptide sequence is RPMFLYVRTNGTSKI. The MHC is DRB1_0405 with pseudo-sequence DRB1_0405. The binding affinity (normalized) is 0.446. (6) The peptide sequence is RRGSANGKTLGEVWK. The MHC is HLA-DQA10303-DQB10402 with pseudo-sequence HLA-DQA10303-DQB10402. The binding affinity (normalized) is 0. (7) The peptide sequence is KKPFALLLVLAGWLFHV. The MHC is DRB3_0202 with pseudo-sequence DRB3_0202. The binding affinity (normalized) is 0.